From a dataset of Forward reaction prediction with 1.9M reactions from USPTO patents (1976-2016). Predict the product of the given reaction. (1) Given the reactants Br[C:2]1[CH:7]=[C:6]([F:8])[C:5]([C:9]([N:11]2[CH2:16][CH2:15][N:14]([C:17]3[C:22]([CH3:23])=[CH:21][C:20]([CH3:24])=[CH:19][N:18]=3)[CH2:13][CH2:12]2)=[O:10])=[C:4]([F:25])[CH:3]=1.[S:26]1(=[O:33])(=[O:32])[CH2:31][CH2:30][CH2:29][CH2:28][NH:27]1, predict the reaction product. The product is: [CH3:23][C:22]1[C:17]([N:14]2[CH2:15][CH2:16][N:11]([C:9]([C:5]3[C:6]([F:8])=[CH:7][C:2]([N:27]4[CH2:28][CH2:29][CH2:30][CH2:31][S:26]4(=[O:33])=[O:32])=[CH:3][C:4]=3[F:25])=[O:10])[CH2:12][CH2:13]2)=[N:18][CH:19]=[C:20]([CH3:24])[CH:21]=1. (2) Given the reactants NC1(C2C=CC(C3C(=O)C4C(=CC=C(F)C=4)OC=3C3C=CC=CC=3)=CC=2)CCC1.C(OC(=O)[NH:36][C:37]1([C:41]2[CH:46]=[CH:45][C:44]([C:47]3[C:56](=[O:57])[C:55]4[C:50](=[CH:51][C:52]([CH3:60])=[C:53]([O:58][CH3:59])[CH:54]=4)[O:49][C:48]=3[C:61]3[CH:66]=[CH:65][CH:64]=[CH:63][CH:62]=3)=[CH:43][CH:42]=2)[CH2:40][CH2:39][CH2:38]1)(C)(C)C, predict the reaction product. The product is: [NH2:36][C:37]1([C:41]2[CH:42]=[CH:43][C:44]([C:47]3[C:56](=[O:57])[C:55]4[C:50](=[CH:51][C:52]([CH3:60])=[C:53]([O:58][CH3:59])[CH:54]=4)[O:49][C:48]=3[C:61]3[CH:62]=[CH:63][CH:64]=[CH:65][CH:66]=3)=[CH:45][CH:46]=2)[CH2:38][CH2:39][CH2:40]1. (3) Given the reactants [ClH:1].Cl.[NH:3]1[CH:7]=[CH:6]N=[C:4]1[CH:8]1[CH2:13][CH2:12][NH:11][CH2:10][CH2:9]1.[S:14]1C=CN=C1, predict the reaction product. The product is: [ClH:1].[S:14]1[CH:6]=[CH:7][N:3]=[C:4]1[CH:8]1[CH2:13][CH2:12][NH:11][CH2:10][CH2:9]1. (4) The product is: [C:15]([CH:16]1[O:40][CH:17]1[CH:31]([C:30]1[CH:33]=[CH:34][C:27]([C:26]([F:35])([F:36])[F:25])=[CH:28][CH:29]=1)[OH:32])([CH3:19])([CH3:18])[CH3:14]. Given the reactants B(C1CCCCC1)C1CCCCC1.[CH3:14][C:15]([CH3:19])([CH3:18])[C:16]#[CH:17].[Zn](CC)CC.[F:25][C:26]([F:36])([F:35])[C:27]1[CH:34]=[CH:33][C:30]([CH:31]=[O:32])=[CH:29][CH:28]=1.CC([O:40]C([C@H](O)[C@@H](O)C(OC(C)C)=O)=O)C, predict the reaction product. (5) Given the reactants [F:1][C:2]1[CH:7]=[CH:6][C:5]([CH2:8][C:9](OC)=[O:10])=[C:4]([N+:13]([O-])=O)[CH:3]=1, predict the reaction product. The product is: [F:1][C:2]1[CH:3]=[C:4]2[C:5]([CH2:8][C:9](=[O:10])[NH:13]2)=[CH:6][CH:7]=1. (6) Given the reactants Cl[C:2]1[C:11]2[C:6](=[CH:7][CH:8]=[CH:9][CH:10]=2)[C:5](=[O:12])[NH:4][N:3]=1.[C:13]1([CH2:19][SH:20])[CH:18]=[CH:17][CH:16]=[CH:15][CH:14]=1.[H-].[Na+], predict the reaction product. The product is: [CH2:19]([S:20][C:2]1[C:11]2[C:6](=[CH:7][CH:8]=[CH:9][CH:10]=2)[C:5](=[O:12])[NH:4][N:3]=1)[C:13]1[CH:18]=[CH:17][CH:16]=[CH:15][CH:14]=1.